This data is from Forward reaction prediction with 1.9M reactions from USPTO patents (1976-2016). The task is: Predict the product of the given reaction. (1) Given the reactants [CH3:1][C:2]1[C:6]([CH2:7][N:8]2[CH:12]=[C:11]([N:13]3[C:17](=[O:18])[CH:16]([CH3:19])[NH:15][C:14]3=[O:20])[CH:10]=[N:9]2)=[C:5]([CH3:21])[O:4][N:3]=1.[CH2:22](Br)[C:23]1[CH:28]=[CH:27][CH:26]=[CH:25][CH:24]=1, predict the reaction product. The product is: [CH2:22]([N:15]1[CH:16]([CH3:19])[C:17](=[O:18])[N:13]([C:11]2[CH:10]=[N:9][N:8]([CH2:7][C:6]3[C:2]([CH3:1])=[N:3][O:4][C:5]=3[CH3:21])[CH:12]=2)[C:14]1=[O:20])[C:23]1[CH:28]=[CH:27][CH:26]=[CH:25][CH:24]=1. (2) Given the reactants [Li]CCCC.CCCCCC.Br[C:13]1[CH:14]=[C:15]([CH:18]2[O:22]CCO2)[S:16][CH:17]=1.[CH3:23][C:24]([CH3:26])=[O:25], predict the reaction product. The product is: [OH:25][C:24]([C:13]1[CH:14]=[C:15]([CH:18]=[O:22])[S:16][CH:17]=1)([CH3:26])[CH3:23]. (3) Given the reactants F[C:2]1[C:7]([C:8]2[CH2:13][CH2:12][N:11]([C:14](=[O:16])[CH3:15])[CH2:10][CH:9]=2)=[CH:6][CH:5]=[CH:4][N:3]=1.C(=O)([O-])[O-].[Cs+].[Cs+].[NH2:23][C:24]1[CH:29]=[CH:28][C:27]([OH:30])=[CH:26][CH:25]=1, predict the reaction product. The product is: [NH2:23][C:24]1[CH:29]=[CH:28][C:27]([O:30][C:2]2[C:7]([C:8]3[CH2:13][CH2:12][N:11]([C:14](=[O:16])[CH3:15])[CH2:10][CH:9]=3)=[CH:6][CH:5]=[CH:4][N:3]=2)=[CH:26][CH:25]=1. (4) Given the reactants [Cl:1][C:2]1[CH:6]=[C:5]([C:7]2[N:8]([CH3:12])[N:9]=[CH:10][N:11]=2)[S:4][C:3]=1[C:13]1[N:17]2[N:18]=[C:19]([CH3:27])[CH:20]=[C:21]([C:22](=[O:26])[CH2:23][CH2:24][CH3:25])[C:16]2=[N:15][C:14]=1[CH3:28].[CH2:29]1[CH2:33]OC[CH2:30]1.C([Mg]Br)CC.C(OCC)C, predict the reaction product. The product is: [Cl:1][C:2]1[CH:6]=[C:5]([C:7]2[N:8]([CH3:12])[N:9]=[CH:10][N:11]=2)[S:4][C:3]=1[C:13]1[N:17]2[N:18]=[C:19]([CH3:27])[CH:20]=[C:21]([C:22]([OH:26])([CH2:30][CH2:29][CH3:33])[CH2:23][CH2:24][CH3:25])[C:16]2=[N:15][C:14]=1[CH3:28]. (5) Given the reactants [CH3:1][N:2]([CH3:29])[CH2:3][CH2:4][CH2:5][O:6][C:7]1[CH:12]=[CH:11][C:10]([C:13]2[NH:22][C:16]3=[N:17][CH:18]=[C:19]([CH3:21])[CH:20]=[C:15]3[C:14]=2[CH:23]2[CH2:28][CH2:27][CH2:26][NH:25][CH2:24]2)=[CH:9][CH:8]=1.[CH3:30][S:31](Cl)(=[O:33])=[O:32], predict the reaction product. The product is: [CH3:29][N:2]([CH3:1])[CH2:3][CH2:4][CH2:5][O:6][C:7]1[CH:8]=[CH:9][C:10]([C:13]2[NH:22][C:16]3=[N:17][CH:18]=[C:19]([CH3:21])[CH:20]=[C:15]3[C:14]=2[CH:23]2[CH2:28][CH2:27][CH2:26][N:25]([S:31]([CH3:30])(=[O:33])=[O:32])[CH2:24]2)=[CH:11][CH:12]=1. (6) Given the reactants [NH2:1][C:2]1[N:6]([C:7]2[C:12]([Cl:13])=[CH:11][C:10]([C:14]([F:17])([F:16])[F:15])=[CH:9][C:8]=2[Cl:18])[N:5]=[C:4]([C:19]#[N:20])[C:3]=1[NH:21][S:22]([CH3:25])(=[O:24])=[O:23].C(N(CC)CC)C.[F:43][C:42]([F:45])([F:44])[S:39](O[S:39]([C:42]([F:45])([F:44])[F:43])(=[O:41])=[O:40])(=[O:41])=[O:40].O, predict the reaction product. The product is: [NH2:1][C:2]1[N:6]([C:7]2[C:12]([Cl:13])=[CH:11][C:10]([C:14]([F:17])([F:16])[F:15])=[CH:9][C:8]=2[Cl:18])[N:5]=[C:4]([C:19]#[N:20])[C:3]=1[N:21]([S:22]([CH3:25])(=[O:24])=[O:23])[S:39]([C:42]([F:43])([F:44])[F:45])(=[O:40])=[O:41]. (7) Given the reactants [Cl:1][C:2]1[CH:7]=[C:6]([Cl:8])[CH:5]=[CH:4][C:3]=1[C@H:9]([N:11]1[C:19]2[C:14](=[CH:15][CH:16]=[C:17]([N:20]3[CH2:25][CH2:24][NH:23][CH2:22][CH2:21]3)[CH:18]=2)[CH:13]=[N:12]1)[CH3:10].[C:26]([O:30][C:31]([N:33]1[CH2:37][CH2:36][CH2:35][C@@H:34]1[C:38](O)=[O:39])=[O:32])([CH3:29])([CH3:28])[CH3:27].CN(C(ON1N=NC2C=CC=NC1=2)=[N+](C)C)C.F[P-](F)(F)(F)(F)F.CCN(C(C)C)C(C)C, predict the reaction product. The product is: [Cl:1][C:2]1[CH:7]=[C:6]([Cl:8])[CH:5]=[CH:4][C:3]=1[C@H:9]([N:11]1[C:19]2[C:14](=[CH:15][CH:16]=[C:17]([N:20]3[CH2:21][CH2:22][N:23]([C:38]([C@H:34]4[CH2:35][CH2:36][CH2:37][N:33]4[C:31]([O:30][C:26]([CH3:29])([CH3:28])[CH3:27])=[O:32])=[O:39])[CH2:24][CH2:25]3)[CH:18]=2)[CH:13]=[N:12]1)[CH3:10]. (8) Given the reactants CN1CCCC1.[NH2:7][C:8]1[N:13]=[C:12]([N:14]2[C:23]3[C:18](=[CH:19][C:20]([F:26])=[C:21](F)[C:22]=3[Cl:24])[C:17](=[O:27])[C:16]([C:28]([OH:30])=[O:29])=[CH:15]2)[C:11]([F:31])=[CH:10][C:9]=1[F:32].C(OC([NH:40][C@@:41]12[CH2:48][CH2:47][CH2:46][C@:45]1([F:49])[CH2:44][NH:43][CH2:42]2)=O)(C)(C)C, predict the reaction product. The product is: [NH2:40][C@@:41]12[CH2:48][CH2:47][CH2:46][C@:45]1([F:49])[CH2:44][N:43]([C:21]1[C:22]([Cl:24])=[C:23]3[C:18]([C:17](=[O:27])[C:16]([C:28]([OH:30])=[O:29])=[CH:15][N:14]3[C:12]3[C:11]([F:31])=[CH:10][C:9]([F:32])=[C:8]([NH2:7])[N:13]=3)=[CH:19][C:20]=1[F:26])[CH2:42]2.